This data is from Catalyst prediction with 721,799 reactions and 888 catalyst types from USPTO. The task is: Predict which catalyst facilitates the given reaction. (1) Reactant: [NH2:1][CH2:2][CH2:3][CH2:4][CH2:5][C:6]1[CH:15]=[CH:14][C:9]([C:10]([NH:12][CH3:13])=[O:11])=[C:8]([NH:16][CH2:17][CH3:18])[N:7]=1.C(N(CC)CC)C.C(OC([N:33]([C:41]1[CH:46]=[CH:45][C:44]([CH2:47][NH2:48])=[CH:43][N:42]=1)C(OC(C)(C)C)=O)=O)(C)(C)C.[C:49](O)(C(F)(F)F)=[O:50]. Product: [NH2:33][C:41]1[N:42]=[CH:43][C:44]([CH2:47][NH:48][C:49](=[O:50])[NH:1][CH2:2][CH2:3][CH2:4][CH2:5][C:6]2[CH:15]=[CH:14][C:9]([C:10]([NH:12][CH3:13])=[O:11])=[C:8]([NH:16][CH2:17][CH3:18])[N:7]=2)=[CH:45][CH:46]=1. The catalyst class is: 230. (2) Reactant: [C:1]([O:5][C:6]([NH:8][C:9]1[S:17][C:16]2[C:11](=[N:12][C:13]([C:18]3[CH:23]=[CH:22][CH:21]=[CH:20][CH:19]=3)=[CH:14][CH:15]=2)[C:10]=1[C:24]([O:26]CC)=[O:25])=[O:7])([CH3:4])([CH3:3])[CH3:2].[Li+].[OH-].C1COCC1.CO. Product: [C:1]([O:5][C:6]([NH:8][C:9]1[S:17][C:16]2[C:11](=[N:12][C:13]([C:18]3[CH:19]=[CH:20][CH:21]=[CH:22][CH:23]=3)=[CH:14][CH:15]=2)[C:10]=1[C:24]([OH:26])=[O:25])=[O:7])([CH3:4])([CH3:2])[CH3:3]. The catalyst class is: 6. (3) Reactant: [NH2:1][S:2]([C:5]1[CH:6]=[C:7]([CH2:13][CH2:14][NH:15]C(=O)C(F)(F)F)[CH:8]=[CH:9][C:10]=1[O:11][CH3:12])(=[O:4])=[O:3]. Product: [NH2:15][CH2:14][CH2:13][C:7]1[CH:8]=[CH:9][C:10]([O:11][CH3:12])=[C:5]([S:2]([NH2:1])(=[O:4])=[O:3])[CH:6]=1. The catalyst class is: 328.